This data is from Forward reaction prediction with 1.9M reactions from USPTO patents (1976-2016). The task is: Predict the product of the given reaction. (1) Given the reactants O1CCO[CH:2]1[CH2:6][CH2:7][CH2:8][CH2:9][N:10]1[CH2:15][CH2:14][CH:13]([C:16]2[CH:17]=[C:18]([NH:22][C:23](=[O:27])[CH:24]([CH3:26])[CH3:25])[CH:19]=[CH:20][CH:21]=2)[CH2:12][CH2:11]1.Cl.[C:29]1([NH:39]N)[C:38]2[C:33](=[CH:34][CH:35]=[CH:36][CH:37]=2)[CH:32]=[CH:31][CH:30]=1, predict the reaction product. The product is: [NH:39]1[C:29]2[C:30](=[CH:31][CH:32]=[C:33]3[CH:34]=[CH:35][CH:36]=[CH:37][C:38]3=2)[C:6]([CH2:7][CH2:8][CH2:9][N:10]2[CH2:11][CH2:12][CH:13]([C:16]3[CH:17]=[C:18]([NH:22][C:23](=[O:27])[CH:24]([CH3:26])[CH3:25])[CH:19]=[CH:20][CH:21]=3)[CH2:14][CH2:15]2)=[CH:2]1. (2) Given the reactants C([O-])(=O)C.[NH4+].[CH3:6][O:7][C:8]1[CH:9]=[C:10]([CH:13]=[CH:14][C:15]=1[O:16][C:17]1[CH:22]=[CH:21][C:20]([C:23]([F:26])([F:25])[F:24])=[CH:19][C:18]=1[N+:27]([O-:29])=[O:28])[CH:11]=O.[NH2:30][C:31]1[S:32][CH2:33][C:34](=[O:36])[N:35]=1, predict the reaction product. The product is: [NH2:30][C:31]1[S:32][C:33](=[CH:11][C:10]2[CH:13]=[CH:14][C:15]([O:16][C:17]3[CH:22]=[CH:21][C:20]([C:23]([F:26])([F:25])[F:24])=[CH:19][C:18]=3[N+:27]([O-:29])=[O:28])=[C:8]([O:7][CH3:6])[CH:9]=2)[C:34](=[O:36])[N:35]=1. (3) The product is: [S:10]([OH:14])([OH:13])(=[O:12])=[O:11].[NH2:8][C:3]1[CH:4]=[N:5][N:6]([CH3:7])[C:2]=1[NH2:1]. Given the reactants [NH2:1][C:2]1[N:6]([CH3:7])[N:5]=[CH:4][C:3]=1[N:8]=O.[S:10](=[O:14])(=[O:13])([OH:12])[OH:11], predict the reaction product. (4) The product is: [F:4][C:3]([F:6])([F:5])[C:1]([OH:7])=[O:2].[Cl:32][C:28]1[C:27]([F:33])=[C:26]([CH:31]=[CH:30][CH:29]=1)[CH2:25][NH:24][C:23]([C@@H:16]1[C@H:17]([O:21][CH3:22])[C@@H:18]([F:20])[CH2:19][NH:15]1)=[O:34]. Given the reactants [C:1]([OH:7])([C:3]([F:6])([F:5])[F:4])=[O:2].C(OC([N:15]1[CH2:19][C@H:18]([F:20])[C@@H:17]([O:21][CH3:22])[C@H:16]1[C:23](=[O:34])[NH:24][CH2:25][C:26]1[CH:31]=[CH:30][CH:29]=[C:28]([Cl:32])[C:27]=1[F:33])=O)(C)(C)C, predict the reaction product. (5) Given the reactants [C:1]([C@H:4]1[CH2:9][CH2:8][CH2:7][C@H:6]([NH:10][C:11]2[C:16]([C:17]([O:19]CC3C=CC=CC=3)=[O:18])=[CH:15][N:14]=[C:13]3[NH:27][CH:28]=[CH:29][C:12]=23)[CH2:5]1)(=[O:3])[NH2:2], predict the reaction product. The product is: [C:1]([C@H:4]1[CH2:9][CH2:8][CH2:7][C@H:6]([NH:10][C:11]2[C:16]([C:17]([OH:19])=[O:18])=[CH:15][N:14]=[C:13]3[NH:27][CH:28]=[CH:29][C:12]=23)[CH2:5]1)(=[O:3])[NH2:2]. (6) Given the reactants [Si:1]([O:18][CH2:19][C:20]1[CH:25]=[C:24]([CH3:26])[C:23]([N+:27]([O-])=O)=[CH:22][N:21]=1)([C:14]([CH3:17])([CH3:16])[CH3:15])([C:8]1[CH:13]=[CH:12][CH:11]=[CH:10][CH:9]=1)[C:2]1[CH:7]=[CH:6][CH:5]=[CH:4][CH:3]=1.C(OCC)(=O)C, predict the reaction product. The product is: [Si:1]([O:18][CH2:19][C:20]1[N:21]=[CH:22][C:23]([NH2:27])=[C:24]([CH3:26])[CH:25]=1)([C:14]([CH3:16])([CH3:17])[CH3:15])([C:8]1[CH:13]=[CH:12][CH:11]=[CH:10][CH:9]=1)[C:2]1[CH:3]=[CH:4][CH:5]=[CH:6][CH:7]=1.